This data is from Full USPTO retrosynthesis dataset with 1.9M reactions from patents (1976-2016). The task is: Predict the reactants needed to synthesize the given product. The reactants are: Br[C:2]1[C:3]2[CH2:10][CH2:9][CH:8]([NH:11][C:12](=[O:15])[CH2:13][CH3:14])[C:4]=2[CH:5]=[N:6][CH:7]=1.[F:16][C:17]([F:28])([F:27])[C:18]1[CH:23]=[CH:22][C:21](B(O)O)=[CH:20][CH:19]=1. Given the product [F:16][C:17]([F:28])([F:27])[C:18]1[CH:23]=[CH:22][C:21]([C:2]2[C:3]3[CH2:10][CH2:9][CH:8]([NH:11][C:12](=[O:15])[CH2:13][CH3:14])[C:4]=3[CH:5]=[N:6][CH:7]=2)=[CH:20][CH:19]=1, predict the reactants needed to synthesize it.